This data is from Reaction yield outcomes from USPTO patents with 853,638 reactions. The task is: Predict the reaction yield, written as a fraction of the theoretical maximum amount of product (1.0 means a 100% yield; for example, 0.34 means a 34% yield). The reactants are [CH2:1]([O:8][CH2:9][CH:10]([NH:14][C:15](=[O:33])[CH:16]([CH2:26][CH:27]1[CH2:32][CH2:31][CH2:30][CH2:29][CH2:28]1)[C:17](=O)[CH2:18][N:19]1[CH2:24][CH2:23][O:22][CH2:21][CH2:20]1)[C:11](=O)[NH2:12])[C:2]1[CH:7]=[CH:6][CH:5]=[CH:4][CH:3]=1.N1C(Cl)=NC(Cl)=NC=1Cl.CN(C=[O:47])C. No catalyst specified. The product is [CH2:1]([O:8][CH2:9][CH:10]([C:11]#[N:12])[NH:14][C:15](=[O:33])[CH:16]([CH2:26][CH:27]1[CH2:32][CH2:31][CH2:30][CH2:29][CH2:28]1)[CH2:17][C:18]([N:19]1[CH2:24][CH2:23][O:22][CH2:21][CH2:20]1)=[O:47])[C:2]1[CH:7]=[CH:6][CH:5]=[CH:4][CH:3]=1. The yield is 0.570.